Dataset: Full USPTO retrosynthesis dataset with 1.9M reactions from patents (1976-2016). Task: Predict the reactants needed to synthesize the given product. (1) Given the product [CH2:27]([NH:30][C:31]1[N:32]=[CH:33][N:34]=[C:35]([C:12]2[S:11][C:10]([C:8]([NH:7][CH2:6][C:5]3[CH:24]=[CH:25][CH:26]=[C:3]([O:2][CH3:1])[CH:4]=3)=[O:9])=[CH:14][CH:13]=2)[CH:36]=1)[CH:28]=[CH2:29], predict the reactants needed to synthesize it. The reactants are: [CH3:1][O:2][C:3]1[CH:4]=[C:5]([CH:24]=[CH:25][CH:26]=1)[CH2:6][NH:7][C:8]([C:10]1[S:11][C:12](B2OC(C)(C)C(C)(C)O2)=[CH:13][CH:14]=1)=[O:9].[CH2:27]([NH:30][C:31]1[CH:36]=[C:35](Cl)[N:34]=[CH:33][N:32]=1)[CH:28]=[CH2:29].C([O-])([O-])=O.[Na+].[Na+].COCCOC. (2) Given the product [NH:16]1[C:17]2[C:13](=[CH:12][C:11]([NH:10][C:7]3[N:8]=[CH:9][C:4]([CH:1]4[CH2:3][CH2:2]4)=[CH:5][C:6]=3[C:27]([O:29][CH3:30])=[O:28])=[CH:19][CH:18]=2)[CH:14]=[CH:15]1, predict the reactants needed to synthesize it. The reactants are: [CH:1]1([C:4]2[CH:5]=[C:6]([C:27]([O:29][CH3:30])=[O:28])[C:7]([NH:10][C:11]3[CH:12]=[C:13]4[C:17](=[CH:18][CH:19]=3)[N:16](C(OC(C)(C)C)=O)[CH:15]=[CH:14]4)=[N:8][CH:9]=2)[CH2:3][CH2:2]1. (3) Given the product [ClH:34].[ClH:34].[CH3:3][O:4][C:5]1[CH:10]=[CH:9][C:8]([CH2:11][C@H:12]([C:13]2[NH:17][C:16]3[CH:18]=[CH:19][C:20]([C:22]([F:24])([F:25])[F:23])=[CH:21][C:15]=3[N:14]=2)[NH2:26])=[CH:7][CH:6]=1, predict the reactants needed to synthesize it. The reactants are: N#N.[CH3:3][O:4][C:5]1[CH:10]=[CH:9][C:8]([CH2:11][C@@H:12]([NH:26]C(=O)OC(C)(C)C)[C:13]2[NH:17][C:16]3[CH:18]=[CH:19][C:20]([C:22]([F:25])([F:24])[F:23])=[CH:21][C:15]=3[N:14]=2)=[CH:7][CH:6]=1.[ClH:34]. (4) Given the product [CH:55]([O:54][C:51]1[CH:52]=[CH:53][C:48]([NH:47][C:6]([N:8]2[CH2:9][CH2:10][N:11]([C:14]3[C:19]([CH:20]=[N:21][O:22][CH2:23][CH3:24])=[C:18]([NH2:25])[N:17]=[CH:16][N:15]=3)[CH2:12][CH2:13]2)=[O:7])=[CH:49][CH:50]=1)([CH3:57])[CH3:56], predict the reactants needed to synthesize it. The reactants are: C(O[C:6]([N:8]1[CH2:13][CH2:12][N:11]([C:14]2[C:19]([CH:20]=[N:21][O:22][CH2:23][CH3:24])=[C:18]([NH2:25])[N:17]=[CH:16][N:15]=2)[CH2:10][CH2:9]1)=[O:7])(C)(C)C.C(O)(C(F)(F)F)=O.C(Cl)Cl.[N+](C1C=CC(OC(=O)[NH:47][C:48]2[CH:53]=[CH:52][C:51]([O:54][CH:55]([CH3:57])[CH3:56])=[CH:50][CH:49]=2)=CC=1)([O-])=O.CCN(C(C)C)C(C)C.